Dataset: Catalyst prediction with 721,799 reactions and 888 catalyst types from USPTO. Task: Predict which catalyst facilitates the given reaction. (1) Reactant: C([O:3][C:4]([C:6]1[CH:15]=[C:14]([O:16][CH2:17][C:18]([N:20]2[CH2:24][CH2:23][CH2:22][C@H:21]2[C:25](=[O:31])[NH:26][CH:27]2[CH2:30][CH2:29][CH2:28]2)=[O:19])[C:13]2[C:8](=[CH:9][C:10]([CH3:33])=[C:11]([Cl:32])[CH:12]=2)[N:7]=1)=[O:5])C.[OH-].[Na+]. Product: [Cl:32][C:11]1[CH:12]=[C:13]2[C:8](=[CH:9][C:10]=1[CH3:33])[N:7]=[C:6]([C:4]([OH:5])=[O:3])[CH:15]=[C:14]2[O:16][CH2:17][C:18]([N:20]1[CH2:24][CH2:23][CH2:22][C@H:21]1[C:25](=[O:31])[NH:26][CH:27]1[CH2:28][CH2:29][CH2:30]1)=[O:19]. The catalyst class is: 1. (2) Reactant: [F:1][C:2]1[CH:7]=[CH:6][C:5]([F:8])=[CH:4][C:3]=1[C:9]1[N:13]=[C:12]([C@H:14]([NH:19][CH2:20][C@H:21]2[C@@H:25]([F:26])[CH2:24][N:23]([C:27]([O:29][CH2:30][C:31]3[CH:36]=[CH:35][CH:34]=[CH:33][CH:32]=3)=[O:28])[CH2:22]2)[C:15]([CH3:18])([CH3:17])[CH3:16])[N:11]([CH2:37][C:38]2[CH:43]=[CH:42][CH:41]=[C:40]([F:44])[CH:39]=2)[N:10]=1.C(N(CC)CC)C.C(Cl)(Cl)=[O:53].C1(C)C=CC=CC=1.C(N1C([C@H:75]([N:80]([CH2:84][C@H:85]2[C@@H:89](F)CN(C(OCC3C=CC=CC=3)=O)C2)[C:81](Cl)=[O:82])[C:76](C)(C)[CH3:77])=NC(C2C=C(F)C=CC=2F)=N1)C1C=CC=CC=1.CC1OC(C)CNC1. Product: [F:1][C:2]1[CH:7]=[CH:6][C:5]([F:8])=[CH:4][C:3]=1[C:9]1[N:13]=[C:12]([C@H:14]([N:19]([CH2:20][C@H:21]2[C@@H:25]([F:26])[CH2:24][N:23]([C:27]([O:29][CH2:30][C:31]3[CH:36]=[CH:35][CH:34]=[CH:33][CH:32]=3)=[O:28])[CH2:22]2)[C:81]([N:80]2[CH2:84][C@@H:85]([CH3:89])[O:53][C@@H:76]([CH3:77])[CH2:75]2)=[O:82])[C:15]([CH3:18])([CH3:16])[CH3:17])[N:11]([CH2:37][C:38]2[CH:43]=[CH:42][CH:41]=[C:40]([F:44])[CH:39]=2)[N:10]=1. The catalyst class is: 4. (3) Reactant: [C:1]([C:3]1[CH:4]=[C:5]([CH:9]=[CH:10][CH:11]=1)[C:6](Cl)=[O:7])#[N:2].[S-:12][C:13]#[N:14].[Na+]. Product: [C:1]([C:3]1[CH:4]=[C:5]([CH:9]=[CH:10][CH:11]=1)[C:6]([N:14]=[C:13]=[S:12])=[O:7])#[N:2]. The catalyst class is: 13. (4) Reactant: [CH3:1][O:2][C:3]1[CH:8]=[CH:7][C:6](B(O)O)=[CH:5][C:4]=1[C:12]([F:15])([F:14])[F:13].[F:16][C:17]1[CH:18]=[C:19]([CH:29]([NH:31][C:32]([C:34]2[N:35]=[C:36](Cl)[O:37][CH:38]=2)=[O:33])[CH3:30])[CH:20]=[C:21]([F:28])[C:22]=1[NH:23][S:24]([CH3:27])(=[O:26])=[O:25].C([O-])([O-])=O.[Cs+].[Cs+]. Product: [F:28][C:21]1[CH:20]=[C:19]([CH:29]([NH:31][C:32]([C:34]2[N:35]=[C:36]([C:6]3[CH:7]=[CH:8][C:3]([O:2][CH3:1])=[C:4]([C:12]([F:15])([F:14])[F:13])[CH:5]=3)[O:37][CH:38]=2)=[O:33])[CH3:30])[CH:18]=[C:17]([F:16])[C:22]=1[NH:23][S:24]([CH3:27])(=[O:26])=[O:25]. The catalyst class is: 235. (5) Reactant: [CH3:1][O:2][C:3]1[CH:4]=[C:5]2[C:10](=[CH:11][CH:12]=1)[N:9]=[C:8]([NH:13][C@H:14]1[CH2:18][CH2:17][C@H:16]([NH2:19])[CH2:15]1)[CH:7]=[C:6]2[CH3:20].[BH3-][C:22]#[N:23].[Na+]. Product: [CH3:1][O:2][C:3]1[CH:4]=[C:5]2[C:10](=[CH:11][CH:12]=1)[N:9]=[C:8]([NH:13][C@H:14]1[CH2:18][CH2:17][C@H:16]([NH:19][CH2:20][C:6]3[C:5]4[C:4](=[CH:3][CH:12]=[CH:11][CH:10]=4)[N:23]([CH3:22])[CH:7]=3)[CH2:15]1)[CH:7]=[C:6]2[CH3:20]. The catalyst class is: 5. (6) Reactant: C(O[C:6](=O)[N:7]([C@@H:9]([CH3:46])[C:10]([NH:12][C@@H:13]([CH:40]1[CH2:45][CH2:44][O:43][CH2:42][CH2:41]1)[C:14]([N:16]1[C@H:21]([C:22](=[O:34])[NH:23][C@H:24]2[C:33]3[C:28](=[CH:29][CH:30]=[CH:31][CH:32]=3)[O:27][CH2:26][CH2:25]2)[CH2:20][N:19]2[CH2:35][C:36]([F:39])([F:38])[CH2:37][C@@H:18]2[CH2:17]1)=[O:15])=[O:11])C)(C)(C)C.C(OCC)(=O)C.Cl. Product: [O:27]1[C:28]2[C:33](=[CH:32][CH:31]=[CH:30][CH:29]=2)[C@H:24]([NH:23][C:22]([C@@H:21]2[CH2:20][N:19]3[CH2:35][C:36]([F:38])([F:39])[CH2:37][C@@H:18]3[CH2:17][N:16]2[C:14](=[O:15])[C@@H:13]([NH:12][C:10](=[O:11])[C@H:9]([CH3:46])[NH:7][CH3:6])[CH:40]2[CH2:45][CH2:44][O:43][CH2:42][CH2:41]2)=[O:34])[CH2:25][CH2:26]1. The catalyst class is: 13. (7) The catalyst class is: 435. Product: [Cl:13][C:14]1[C:19]([C:20]([CH3:23])([CH3:22])[CH3:21])=[CH:18][C:17]2[N:16]([C:4]([C:3]3[C:7]([F:12])=[CH:8][CH:9]=[C:10]([F:11])[C:2]=3[F:1])=[N:25][N:24]=2)[N:15]=1. Reactant: [F:1][C:2]1[C:10]([F:11])=[CH:9][CH:8]=[C:7]([F:12])[C:3]=1[C:4](Cl)=O.[Cl:13][C:14]1[N:15]=[N:16][C:17]([NH:24][NH2:25])=[CH:18][C:19]=1[C:20]([CH3:23])([CH3:22])[CH3:21].